This data is from Catalyst prediction with 721,799 reactions and 888 catalyst types from USPTO. The task is: Predict which catalyst facilitates the given reaction. (1) Reactant: [Cl:1][C:2]1[CH:3]=[C:4](/[CH:9]=[CH:10]/[C:11](O)=[O:12])[CH:5]=[CH:6][C:7]=1[Cl:8].[H-].[Al+3].[Li+].[H-].[H-].[H-].O. Product: [Cl:1][C:2]1[CH:3]=[C:4]([CH2:9][CH2:10][CH2:11][OH:12])[CH:5]=[CH:6][C:7]=1[Cl:8]. The catalyst class is: 7. (2) Reactant: [Br:1][C:2]1[CH:3]=[C:4]([F:9])[C:5](F)=[N:6][CH:7]=1.[CH:10]1([C:13]#[N:14])[CH2:12][CH2:11]1.C[Si]([N-][Si](C)(C)C)(C)C.[K+].[NH4+].[Cl-]. Product: [Br:1][C:2]1[CH:3]=[C:4]([F:9])[C:5]([C:10]2([C:13]#[N:14])[CH2:12][CH2:11]2)=[N:6][CH:7]=1. The catalyst class is: 11. (3) The catalyst class is: 79. Product: [C:17]([O:21][C:22]([N:24]([C:29]1[CH:30]=[C:31]([CH:35]=[CH:36][C:37]=1[O:38][CH3:39])[C:32]([O:1][CH2:2][C:3]([O:5][CH2:6][C:7]1[CH:12]=[CH:11][CH:10]=[CH:9][CH:8]=1)=[O:4])=[O:33])[S:25]([CH3:28])(=[O:27])=[O:26])=[O:23])([CH3:20])([CH3:19])[CH3:18]. Reactant: [OH:1][CH2:2][C:3]([O:5][CH2:6][C:7]1[CH:12]=[CH:11][CH:10]=[CH:9][CH:8]=1)=[O:4].C(Cl)CCl.[C:17]([O:21][C:22]([N:24]([C:29]1[CH:30]=[C:31]([CH:35]=[CH:36][C:37]=1[O:38][CH3:39])[C:32](O)=[O:33])[S:25]([CH3:28])(=[O:27])=[O:26])=[O:23])([CH3:20])([CH3:19])[CH3:18]. (4) The catalyst class is: 3. Product: [CH2:29]([O:28][C:26](=[O:27])[CH2:25][CH2:24][CH2:23][CH2:22][CH2:21][CH2:20][N:10]([CH2:9][CH2:8][O:7][C:6]1[CH:15]=[C:16]([Cl:18])[CH:17]=[C:4]([Cl:3])[CH:5]=1)[S:11]([CH3:14])(=[O:12])=[O:13])[CH3:30]. Reactant: [H-].[Na+].[Cl:3][C:4]1[CH:5]=[C:6]([CH:15]=[C:16]([Cl:18])[CH:17]=1)[O:7][CH2:8][CH2:9][NH:10][S:11]([CH3:14])(=[O:13])=[O:12].Br[CH2:20][CH2:21][CH2:22][CH2:23][CH2:24][CH2:25][C:26]([O:28][CH2:29][CH3:30])=[O:27].CCOC(C)=O. (5) Reactant: [OH:1][C@H:2]([C@H:6]([OH:21])[CH2:7][S:8]([C:11]1[CH:16]=[CH:15][CH:14]=[C:13]([C:17]([F:20])([F:19])[F:18])[CH:12]=1)(=[O:10])=[O:9])[C:3]([OH:5])=[O:4].[C:22](NC(C1C=C2C(=CC=1)[C@H](N)CCC2)C)(C)([CH3:24])[CH3:23].C1C=CC2N(O)N=NC=2C=1.CCN=C=NCCCN(C)C. Product: [CH3:23][C:22]1([CH3:24])[O:1][C@@H:2]([C:3]([OH:5])=[O:4])[C@@H:6]([CH2:7][S:8]([C:11]2[CH:16]=[CH:15][CH:14]=[C:13]([C:17]([F:20])([F:18])[F:19])[CH:12]=2)(=[O:10])=[O:9])[O:21]1. The catalyst class is: 68.